From a dataset of Catalyst prediction with 721,799 reactions and 888 catalyst types from USPTO. Predict which catalyst facilitates the given reaction. (1) Reactant: [Br:1][C:2]1[C:7](=[O:8])[NH:6][CH:5]=[C:4]([C:9]([N:11]([CH3:13])[CH3:12])=[O:10])[CH:3]=1.IC.[C:16](=O)([O-])[O-].[K+].[K+]. Product: [Br:1][C:2]1[C:7](=[O:8])[N:6]([CH3:16])[CH:5]=[C:4]([C:9]([N:11]([CH3:13])[CH3:12])=[O:10])[CH:3]=1. The catalyst class is: 16. (2) Reactant: [Br:1][C:2]1[CH:7]=[C:6]([F:8])[C:5]([F:9])=[CH:4][C:3]=1[OH:10].C([O-])([O-])=O.[K+].[K+].F[C:18]1[CH:23]=[CH:22][CH:21]=[CH:20][N:19]=1. Product: [Br:1][C:2]1[CH:7]=[C:6]([F:8])[C:5]([F:9])=[CH:4][C:3]=1[O:10][C:18]1[CH:23]=[CH:22][CH:21]=[CH:20][N:19]=1. The catalyst class is: 42. (3) Reactant: [CH3:1][O:2][C:3]1[CH:4]=[CH:5][C:6]([N+:10]([O-:12])=[O:11])=[C:7]([OH:9])[CH:8]=1.C(=O)([O-])[O-].[K+].[K+].[CH2:19](Br)[CH:20]=[CH2:21].O. The catalyst class is: 42. Product: [CH2:21]([O:9][C:7]1[CH:8]=[C:3]([O:2][CH3:1])[CH:4]=[CH:5][C:6]=1[N+:10]([O-:12])=[O:11])[CH:20]=[CH2:19]. (4) Reactant: [S:1]1[CH:5]=[CH:4][C:3]2[CH2:6][C:7]3[C:18]([C:2]1=2)=[CH:17][C:10]1[CH2:11][C:12]2[CH:16]=[CH:15][S:14][C:13]=2[C:9]=1[CH:8]=3.C[C:20]([CH3:23])([O-])[CH3:21].[Na+].Br[CH2:26][CH2:27][CH2:28][CH2:29][CH2:30][CH2:31][CH2:32][CH3:33]. Product: [CH2:26]([C:11]1([CH2:17][CH2:18][CH2:2][CH2:3][CH2:4][CH2:21][CH2:20][CH3:23])[C:12]2[CH:16]=[CH:15][S:14][C:13]=2[C:9]2[C:10]1=[CH:17][C:18]1[C:2]3[S:1][CH:5]=[CH:4][C:3]=3[C:6]([CH2:13][CH2:12][CH2:11][CH2:10][CH2:9][CH2:8][CH2:7][CH3:6])([CH2:26][CH2:27][CH2:28][CH2:29][CH2:30][CH2:31][CH2:32][CH3:33])[C:7]=1[CH:8]=2)[CH2:27][CH2:28][CH2:29][CH2:30][CH2:31][CH2:32][CH3:33]. The catalyst class is: 16. (5) Reactant: [C:1]([O:5][C:6]([NH:8][CH2:9][CH2:10][NH:11][C:12]1[CH:13]=[C:14]2[C:19](=[CH:20][C:21]=1[O:22][CH3:23])[N:18]=[CH:17][C:16]([C:24](OCC)=[O:25])=[C:15]2[NH:29][C:30]1[CH:35]=[CH:34][CH:33]=[C:32]([CH2:36][O:37][Si](C(C)(C)C)(C)C)[C:31]=1[CH2:45][CH3:46])=[O:7])([CH3:4])([CH3:3])[CH3:2].[C-]#N.[K+].N.O.[F-].C([N+:57](CCCC)(CCCC)CCCC)CCC. Product: [NH2:57][C:24]([C:16]1[CH:17]=[N:18][C:19]2[C:14]([C:15]=1[NH:29][C:30]1[CH:35]=[CH:34][CH:33]=[C:32]([CH2:36][OH:37])[C:31]=1[CH2:45][CH3:46])=[CH:13][C:12]([NH:11][CH2:10][CH2:9][NH:8][C:6](=[O:7])[O:5][C:1]([CH3:4])([CH3:3])[CH3:2])=[C:21]([O:22][CH3:23])[CH:20]=2)=[O:25]. The catalyst class is: 83. (6) Reactant: C[O:2][C:3](=[O:29])[CH2:4][C:5]1[C:9]2[C:10]([CH3:28])=[CH:11][C:12]([O:15][CH2:16][C:17]3[C:18]([CH3:27])=[N:19][C:20]([C:23]([F:26])([F:25])[F:24])=[CH:21][CH:22]=3)=[C:13]([CH3:14])[C:8]=2[S:7][CH:6]=1.CO.[OH-].[Na+]. Product: [CH3:28][C:10]1[C:9]2[C:5]([CH2:4][C:3]([OH:29])=[O:2])=[CH:6][S:7][C:8]=2[C:13]([CH3:14])=[C:12]([O:15][CH2:16][C:17]2[C:18]([CH3:27])=[N:19][C:20]([C:23]([F:25])([F:26])[F:24])=[CH:21][CH:22]=2)[CH:11]=1. The catalyst class is: 1.